Dataset: Kir2.1 potassium channel HTS with 301,493 compounds. Task: Binary Classification. Given a drug SMILES string, predict its activity (active/inactive) in a high-throughput screening assay against a specified biological target. (1) The molecule is OC(c1cc(OC(=O)c2c(cccc2)C)ccc1)CNC. The result is 0 (inactive). (2) The compound is s1c2n(c3c1cccc3)c(=O)c(=O)n(n2)CC(OCC)=O. The result is 0 (inactive).